Dataset: Catalyst prediction with 721,799 reactions and 888 catalyst types from USPTO. Task: Predict which catalyst facilitates the given reaction. (1) Reactant: [CH2:1]([N:3]1[CH2:8][C:7]([CH3:10])([CH3:9])[O:6][C:5](=[O:11])[CH:4]1[CH2:12][C:13]([O:15]C(C)(C)C)=[O:14])[CH3:2].FC(F)(F)C(O)=O. Product: [CH2:1]([N:3]1[CH2:8][C:7]([CH3:10])([CH3:9])[O:6][C:5](=[O:11])[CH:4]1[CH2:12][C:13]([OH:15])=[O:14])[CH3:2]. The catalyst class is: 4. (2) Reactant: [Cl:1][C:2]1[CH:7]=[CH:6][CH:5]=[CH:4][C:3]=1[C:8]1[CH:19]=[C:18]2[C:14]([CH:15]=[C:16]([CH:21]([OH:23])[CH3:22])[N:17]2[CH3:20])=[C:13]2[C:9]=1[C:10](=[O:25])[NH:11][C:12]2=[O:24].[Cl:26]N1C(=O)CCC1=O.C(OCC)(=O)C. Product: [Cl:26][C:15]1[C:14]2[C:18](=[CH:19][C:8]([C:3]3[CH:4]=[CH:5][CH:6]=[CH:7][C:2]=3[Cl:1])=[C:9]3[C:13]=2[C:12](=[O:24])[NH:11][C:10]3=[O:25])[N:17]([CH3:20])[C:16]=1[CH:21]([OH:23])[CH3:22]. The catalyst class is: 9.